The task is: Predict the product of the given reaction.. This data is from Forward reaction prediction with 1.9M reactions from USPTO patents (1976-2016). (1) Given the reactants [NH2:1][C:2]1[N:7]=[C:6]([N:8]2[C:16]3[C:11](=[CH:12][CH:13]=[C:14](Br)[CH:15]=3)[C:10]([C:18]([NH2:20])=[O:19])=[N:9]2)[CH:5]=[CH:4][N:3]=1.[CH3:21][C:22]1[O:26][N:25]=[C:24]([C@:27]([OH:31])([C:29]#[CH:30])[CH3:28])[CH:23]=1, predict the reaction product. The product is: [NH2:1][C:2]1[N:7]=[C:6]([N:8]2[C:16]3[C:11](=[CH:12][CH:13]=[C:14]([C:30]#[C:29][C@@:27]([OH:31])([C:24]4[CH:23]=[C:22]([CH3:21])[O:26][N:25]=4)[CH3:28])[CH:15]=3)[C:10]([C:18]([NH2:20])=[O:19])=[N:9]2)[CH:5]=[CH:4][N:3]=1. (2) Given the reactants [CH3:1][O:2][C:3]1[CH:4]=[C:5]([CH2:11][C:12](Cl)=[O:13])[CH:6]=[CH:7][C:8]=1[O:9][CH3:10].[CH2:15]([C@H:19]1[CH2:24][NH:23][CH2:22][CH2:21][NH:20]1)[CH:16]([CH3:18])[CH3:17], predict the reaction product. The product is: [CH3:1][O:2][C:3]1[CH:4]=[C:5]([CH2:11][C:12]([N:23]2[CH2:22][CH2:21][NH:20][C@@H:19]([CH2:15][CH:16]([CH3:18])[CH3:17])[CH2:24]2)=[O:13])[CH:6]=[CH:7][C:8]=1[O:9][CH3:10].